From a dataset of Forward reaction prediction with 1.9M reactions from USPTO patents (1976-2016). Predict the product of the given reaction. (1) Given the reactants COC(=O)[NH:4][C:5]1[O:6][C:7]2[C:13]([CH:14]3[CH2:19][CH2:18][O:17][CH2:16][CH2:15]3)=[CH:12][CH:11]=[C:10]([O:20][CH3:21])[C:8]=2[N:9]=1.[OH-].[Na+], predict the reaction product. The product is: [CH3:21][O:20][C:10]1[C:8]2[N:9]=[C:5]([NH2:4])[O:6][C:7]=2[C:13]([CH:14]2[CH2:19][CH2:18][O:17][CH2:16][CH2:15]2)=[CH:12][CH:11]=1. (2) Given the reactants [F:1][C:2]([F:13])([C:6]1[CH:11]=[CH:10][C:9]([F:12])=[CH:8][N:7]=1)[C:3](O)=O.[NH2:14][C:15]1[C:23]([O:24][CH3:25])=[CH:22][CH:21]=[CH:20][C:16]=1[C:17](O)=[O:18].P(OC1C=CC=CC=1)(OC1C=CC=CC=1)OC1C=CC=CC=1.Cl.[NH2:49]CCC(OCC)=O, predict the reaction product. The product is: [F:1][C:2]([F:13])([C:6]1[CH:11]=[CH:10][C:9]([F:12])=[CH:8][N:7]=1)[C:3]1[N:49]=[C:17]([OH:18])[C:16]2[C:15](=[C:23]([O:24][CH3:25])[CH:22]=[CH:21][CH:20]=2)[N:14]=1. (3) Given the reactants [CH3:1][O:2][C:3]1[CH:4]=[C:5]([CH:8]=[C:9]([O:13][CH3:14])[C:10]=1[O:11][CH3:12])[CH:6]=O.[C:15]([OH:21])(=[O:20])[CH2:16]C(O)=O.C([O-])(=O)C.[NH4+:26], predict the reaction product. The product is: [NH2:26][CH:6]([C:5]1[CH:4]=[C:3]([O:2][CH3:1])[C:10]([O:11][CH3:12])=[C:9]([O:13][CH3:14])[CH:8]=1)[CH2:16][C:15]([OH:21])=[O:20]. (4) Given the reactants [F:1][C:2]1[CH:7]=[C:6]([CH2:8][C:9]([C:11]2[CH:16]=[CH:15][CH:14]=[CH:13][CH:12]=2)=[O:10])[CH:5]=[CH:4][N:3]=1.C[Si]([N-][Si](C)(C)C)(C)C.[Na+].Br[CH2:28][C:29](=[O:34])[C:30]([CH3:33])([CH3:32])[CH3:31].C(OCC)(=O)C, predict the reaction product. The product is: [F:1][C:2]1[CH:7]=[C:6]([CH:8]([CH2:28][C:29](=[O:34])[C:30]([CH3:33])([CH3:32])[CH3:31])[C:9]([C:11]2[CH:12]=[CH:13][CH:14]=[CH:15][CH:16]=2)=[O:10])[CH:5]=[CH:4][N:3]=1. (5) Given the reactants [CH2:1]([O:8][C:9]1[CH:14]=[CH:13][C:12]([NH:15][C:16]2C3C(=CC=C(I)C=3)N=[CH:18][N:17]=2)=[CH:11][CH:10]=1)[C:2]1[CH:7]=[CH:6][CH:5]=[CH:4][CH:3]=1.[CH3:27][C:28]12[CH2:35][O:34][C:31]([C:36]3[O:40][C:39]([Sn](CCCC)(CCCC)CCCC)=[CH:38][CH:37]=3)([O:32][CH2:33]1)[O:30][CH2:29]2, predict the reaction product. The product is: [CH2:1]([O:8][C:9]1[CH:10]=[CH:11][C:12]([NH:15][C:16]2[N:17]=[CH:18][C:13]3[C:12](=[CH:11][CH:10]=[C:9]([C:39]4[O:40][C:36]([C:31]56[O:30][CH2:29][C:28]([CH3:27])([CH2:33][O:32]5)[CH2:35][O:34]6)=[CH:37][CH:38]=4)[CH:14]=3)[N:15]=2)=[CH:13][CH:14]=1)[C:2]1[CH:3]=[CH:4][CH:5]=[CH:6][CH:7]=1. (6) Given the reactants [CH3:1][C:2]([CH:4]1[CH2:9][CH2:8][CH2:7][CH2:6][CH2:5]1)=[O:3].[Br:10]Br.O, predict the reaction product. The product is: [Br:10][CH2:1][C:2]([CH:4]1[CH2:9][CH2:8][CH2:7][CH2:6][CH2:5]1)=[O:3]. (7) Given the reactants C([N:5]1[C:9]([Cl:10])=[C:8]([CH2:11][S:12][C:13]2[CH2:17][C:16]([CH3:19])([CH3:18])[O:15][N:14]=2)[C:7]([C:20]([F:23])([F:22])[F:21])=[N:6]1)(C)(C)C.Br.C(O)(=O)C, predict the reaction product. The product is: [Cl:10][C:9]1[NH:5][N:6]=[C:7]([C:20]([F:21])([F:23])[F:22])[C:8]=1[CH2:11][S:12][C:13]1[CH2:17][C:16]([CH3:19])([CH3:18])[O:15][N:14]=1.